From a dataset of Reaction yield outcomes from USPTO patents with 853,638 reactions. Predict the reaction yield, written as a fraction of the theoretical maximum amount of product (1.0 means a 100% yield; for example, 0.34 means a 34% yield). (1) The reactants are [CH2:1]([N:8]1[C:13](=[O:14])[C:12]2[C:15]([CH3:18])=[N:16][S:17][C:11]=2[N:10]=[C:9]1[CH:19]([N:22]([C:31](=[O:39])[C:32]1[CH:37]=[CH:36][C:35]([CH3:38])=[CH:34][CH:33]=1)[CH2:23][CH2:24][CH2:25]OS(C)(=O)=O)[CH2:20][CH3:21])[C:2]1[CH:7]=[CH:6][CH:5]=[CH:4][CH:3]=1.C(=O)([O-])[O-].[K+].[K+].[NH:46]1[CH2:49][CH2:48][CH2:47]1. The catalyst is CN(C=O)C. The product is [N:46]1([CH2:25][CH2:24][CH2:23][N:22]([CH:19]([C:9]2[N:8]([CH2:1][C:2]3[CH:7]=[CH:6][CH:5]=[CH:4][CH:3]=3)[C:13](=[O:14])[C:12]3[C:15]([CH3:18])=[N:16][S:17][C:11]=3[N:10]=2)[CH2:20][CH3:21])[C:31](=[O:39])[C:32]2[CH:37]=[CH:36][C:35]([CH3:38])=[CH:34][CH:33]=2)[CH2:49][CH2:48][CH2:47]1. The yield is 0.690. (2) The reactants are FC1C=CC=CC=1NC(=O)NC1C=CC(C2SC(C3CCC(CC(O)=O)CC3)=NC=2)=CC=1.[F:33][C:34]1[CH:39]=[CH:38][CH:37]=[CH:36][C:35]=1[NH:40][C:41](=[O:69])[NH:42][C:43]1[CH:48]=[CH:47][C:46]([C:49]2[S:53][C:52]([CH:54]3[CH2:59][CH2:58][N:57]([CH:60]([CH3:68])[C:61]([O:63]C(C)(C)C)=[O:62])[CH2:56][CH2:55]3)=[N:51][CH:50]=2)=[CH:45][CH:44]=1.FC(F)(F)C(O)=O. No catalyst specified. The product is [F:33][C:34]1[CH:39]=[CH:38][CH:37]=[CH:36][C:35]=1[NH:40][C:41](=[O:69])[NH:42][C:43]1[CH:44]=[CH:45][C:46]([C:49]2[S:53][C:52]([CH:54]3[CH2:55][CH2:56][N:57]([CH:60]([CH3:68])[C:61]([OH:63])=[O:62])[CH2:58][CH2:59]3)=[N:51][CH:50]=2)=[CH:47][CH:48]=1. The yield is 0.780. (3) The yield is 0.550. The reactants are [CH3:1][O:2][C:3]1[C:12]2[O:11][CH2:10][CH2:9][O:8][C:7]=2[CH:6]=[CH:5][C:4]=1C(=O)C.C1C=C(Cl)C=[C:18]([C:23]([O:25]O)=[O:24])C=1. The product is [C:23]([O:25][C:4]1[CH:5]=[CH:6][C:7]2[O:8][CH2:9][CH2:10][O:11][C:12]=2[C:3]=1[O:2][CH3:1])(=[O:24])[CH3:18]. The catalyst is C(Cl)Cl.